Dataset: Peptide-MHC class II binding affinity with 134,281 pairs from IEDB. Task: Regression. Given a peptide amino acid sequence and an MHC pseudo amino acid sequence, predict their binding affinity value. This is MHC class II binding data. (1) The peptide sequence is FAGAWCVPKVTFTVE. The MHC is HLA-DPA10103-DPB10301 with pseudo-sequence HLA-DPA10103-DPB10301. The binding affinity (normalized) is 0. (2) The peptide sequence is IKEKGKDKWIELKES. The MHC is DRB1_1001 with pseudo-sequence DRB1_1001. The binding affinity (normalized) is 0.477. (3) The binding affinity (normalized) is 0.750. The peptide sequence is TINAVASRKASNTIL. The MHC is DRB5_0101 with pseudo-sequence DRB5_0101. (4) The peptide sequence is EKKYFAATQFENLAA. The MHC is HLA-DQA10501-DQB10301 with pseudo-sequence HLA-DQA10501-DQB10301. The binding affinity (normalized) is 0.589. (5) The peptide sequence is GLAFQEMENFLGPIA. The MHC is HLA-DQA10201-DQB10301 with pseudo-sequence HLA-DQA10201-DQB10301. The binding affinity (normalized) is 0.480. (6) The peptide sequence is GNFERISGDLKTQID. The MHC is HLA-DQA10401-DQB10402 with pseudo-sequence HLA-DQA10401-DQB10402. The binding affinity (normalized) is 0.181. (7) The peptide sequence is LVDANGTLHDKKSMG. The MHC is DRB1_0802 with pseudo-sequence DRB1_0802. The binding affinity (normalized) is 0.260. (8) The peptide sequence is SSSSSLLAMAVLAAL. The MHC is DRB1_1001 with pseudo-sequence DRB1_1001. The binding affinity (normalized) is 0.819. (9) The peptide sequence is RERRRKKRGLFGAIAGF. The MHC is DRB1_0101 with pseudo-sequence DRB1_0101. The binding affinity (normalized) is 0.0673. (10) The peptide sequence is PYVSKNPRQAYANYR. The MHC is HLA-DQA10102-DQB10602 with pseudo-sequence HLA-DQA10102-DQB10602. The binding affinity (normalized) is 0.